This data is from Full USPTO retrosynthesis dataset with 1.9M reactions from patents (1976-2016). The task is: Predict the reactants needed to synthesize the given product. (1) Given the product [O:25]1[CH2:26][CH2:27][N:22]([C:19](=[O:21])[CH2:18][C@@H:17]2[CH2:16][C:15]3[C:10](=[CH:11][CH:12]=[CH:13][CH:14]=3)[CH2:9][N:8]2[C:6]([O:5][C:1]([CH3:4])([CH3:2])[CH3:3])=[O:7])[CH2:23][CH2:24]1, predict the reactants needed to synthesize it. The reactants are: [C:1]([O:5][C:6]([N:8]1[C@H:17]([CH2:18][C:19]([OH:21])=O)[CH2:16][C:15]2[C:10](=[CH:11][CH:12]=[CH:13][CH:14]=2)[CH2:9]1)=[O:7])([CH3:4])([CH3:3])[CH3:2].[NH:22]1[CH2:27][CH2:26][O:25][CH2:24][CH2:23]1.C(N(CC)CC)C.OC1C2N=NNC=2C=CC=1. (2) Given the product [Cl:20][C:21]1[CH:22]=[C:23]2[C:27](=[CH:28][CH:29]=1)[NH:26][CH:25]=[C:24]2[CH2:30][CH2:31][NH:32][C:12]([C:9]1[N:8]=[C:7]([CH2:6][C:5]2[CH:4]=[CH:3][C:2]([CH3:1])=[CH:18][CH:17]=2)[O:11][N:10]=1)=[O:14], predict the reactants needed to synthesize it. The reactants are: [CH3:1][C:2]1[CH:18]=[CH:17][C:5]([CH2:6][C:7]2[O:11][N:10]=[C:9]([C:12]([O:14]CC)=O)[N:8]=2)=[CH:4][CH:3]=1.Cl.[Cl:20][C:21]1[CH:22]=[C:23]2[C:27](=[CH:28][CH:29]=1)[NH:26][CH:25]=[C:24]2[CH2:30][CH2:31][NH2:32].CN(C(ON1N=NC2C=CC=NC1=2)=[N+](C)C)C.F[P-](F)(F)(F)(F)F.C(N(CC)C(C)C)(C)C. (3) Given the product [CH3:1][S:2]([CH:3]1[CH2:12][CH2:11][C:6]2([O:10][CH2:9][CH2:8][O:7]2)[CH2:5][CH2:4]1)(=[O:21])=[O:24], predict the reactants needed to synthesize it. The reactants are: [CH3:1][S:2][CH:3]1[CH2:12][CH2:11][C:6]2([O:10][CH2:9][CH2:8][O:7]2)[CH2:5][CH2:4]1.C1C=C(Cl)C=C(C(OO)=[O:21])C=1.[OH-:24].[Na+]. (4) Given the product [CH3:2][C:3]1[CH:8]=[CH:7][CH:6]=[C:5]([C:14]#[C:13][Si:9]([CH3:12])([CH3:11])[CH3:10])[N:4]=1, predict the reactants needed to synthesize it. The reactants are: Br[CH2:2][C:3]1[CH:8]=[CH:7][CH:6]=[CH:5][N:4]=1.[Si:9]([C:13]#[CH:14])([CH3:12])([CH3:11])[CH3:10]. (5) Given the product [C:9]1(=[CH:14][CH2:15][CH2:4][C:3]([CH3:6])([OH:7])[C:5]#[CH:1])[CH2:13][CH2:12][CH2:11][CH2:10]1, predict the reactants needed to synthesize it. The reactants are: [CH:1]#C.[C:3]([O:7][K])([CH3:6])([CH3:5])[CH3:4].[C:9]1(=[CH:14][CH2:15]CC(=O)C)[CH2:13][CH2:12][CH2:11][CH2:10]1. (6) Given the product [N:1]1[N:2]([C:10]2[CH:11]=[C:12]([S:21]([NH:29][CH2:28][CH2:27][Br:26])(=[O:23])=[O:22])[CH:13]=[C:14]([CH:17]([CH2:19][CH3:20])[CH3:18])[C:15]=2[OH:16])[N:3]=[C:4]2[CH:9]=[CH:8][CH:7]=[CH:6][C:5]=12, predict the reactants needed to synthesize it. The reactants are: [N:1]1[N:2]([C:10]2[CH:11]=[C:12]([S:21](Cl)(=[O:23])=[O:22])[CH:13]=[C:14]([CH:17]([CH2:19][CH3:20])[CH3:18])[C:15]=2[OH:16])[N:3]=[C:4]2[CH:9]=[CH:8][CH:7]=[CH:6][C:5]=12.Br.[Br:26][CH2:27][CH2:28][NH2:29].C(N(CC)CC)C. (7) Given the product [NH:8]1[CH:12]=[CH:11][N:10]=[C:9]1[C:13]([O:15][CH2:16][CH3:17])=[O:14], predict the reactants needed to synthesize it. The reactants are: C([N:8]1[CH:12]=[CH:11][N:10]=[C:9]1[C:13]([O:15][CH2:16][CH3:17])=[O:14])C1C=CC=CC=1.C([O-])=O.[NH4+].